Dataset: Forward reaction prediction with 1.9M reactions from USPTO patents (1976-2016). Task: Predict the product of the given reaction. (1) The product is: [CH:1]1([N:7]2[C:8]([OH:28])=[C:9]([C:24]([NH:29][CH2:30][C:31]3[CH:36]=[CH:35][N:34]=[CH:33][CH:32]=3)=[O:25])[C:10]([OH:23])=[C:11]([C:14]([NH:16][CH2:17][C:18]([OH:20])=[O:19])=[O:15])[C:12]2=[O:13])[CH2:2][CH2:3][CH2:4][CH2:5][CH2:6]1. Given the reactants [CH:1]1([N:7]2[C:12](=[O:13])[C:11]([C:14]([NH:16][CH2:17][C:18]([O:20]CC)=[O:19])=[O:15])=[C:10]([OH:23])[C:9]([C:24](OC)=[O:25])=[C:8]2[OH:28])[CH2:6][CH2:5][CH2:4][CH2:3][CH2:2]1.[NH2:29][CH2:30][C:31]1[CH:36]=[CH:35][N:34]=[CH:33][CH:32]=1, predict the reaction product. (2) Given the reactants N[C:2]1[N:7]=[C:6](/[CH:8]=[C:9]2/[C:10](=[O:15])[NH:11][C:12](=[O:14])[S:13]/2)[CH:5]=[CH:4][N:3]=1.[O:16]1[CH:20]=[CH:19][CH:18]=[C:17]1[C:21](Cl)=[O:22].C([N:26](CC)CC)C.C(=O)(O)[O-].[Na+], predict the reaction product. The product is: [O:14]=[C:12]1[NH:11][C:10](=[O:15])[C:9](=[CH:8][C:6]2[CH:5]=[CH:4][N:3]=[C:2]([C:19]3[CH:18]=[C:17]([C:21]([NH2:26])=[O:22])[O:16][CH:20]=3)[N:7]=2)[S:13]1. (3) The product is: [CH3:35][C:25]1[CH:30]=[CH:29][C:28]([S:31]([O:21][C@@H:11]2[CH2:12][CH2:13][C@H:14]([C:16](=[O:20])[N:17]([CH3:19])[CH3:18])[CH2:15][C@H:10]2[NH:9][S:8](=[O:23])(=[O:22])[NH:7][C:6]([O:5][C:1]([CH3:4])([CH3:2])[CH3:3])=[O:24])(=[O:33])=[O:32])=[CH:27][CH:26]=1. Given the reactants [C:1]([O:5][C:6](=[O:24])[NH:7][S:8](=[O:23])(=[O:22])[NH:9][C@@H:10]1[CH2:15][C@@H:14]([C:16](=[O:20])[N:17]([CH3:19])[CH3:18])[CH2:13][CH2:12][C@H:11]1[OH:21])([CH3:4])([CH3:3])[CH3:2].[C:25]1([CH3:35])[CH:30]=[CH:29][C:28]([S:31](Cl)(=[O:33])=[O:32])=[CH:27][CH:26]=1.CN1C=CN=C1, predict the reaction product. (4) Given the reactants [O:1]=[C:2]1[CH2:10][C:9]2[C:4](=[CH:5][C:6]([NH:11][C:12]3[CH:13]=[C:14]([NH:18][C:19]([NH:21][C:22]4[CH:27]=[C:26]([F:28])[C:25]([F:29])=[CH:24][C:23]=4[F:30])=[O:20])[CH:15]=[CH:16][CH:17]=3)=[CH:7][CH:8]=2)[NH:3]1.[NH:31]1[CH:35]=[CH:34][CH:33]=[C:32]1[CH:36]=O.N1CCCCC1, predict the reaction product. The product is: [O:1]=[C:2]1[C:10](=[CH:36][C:32]2[NH:31][CH:35]=[CH:34][CH:33]=2)[C:9]2[C:4](=[CH:5][C:6]([NH:11][C:12]3[CH:13]=[C:14]([NH:18][C:19]([NH:21][C:22]4[CH:27]=[C:26]([F:28])[C:25]([F:29])=[CH:24][C:23]=4[F:30])=[O:20])[CH:15]=[CH:16][CH:17]=3)=[CH:7][CH:8]=2)[NH:3]1. (5) Given the reactants [C@H:1]1([NH:10][C:11]2[O:12][CH2:13][C:14]3[C:20]([NH2:21])=[CH:19][CH:18]=[CH:17][C:15]=3[N:16]=2)[C:9]2[C:4](=[CH:5][CH:6]=[CH:7][CH:8]=2)[CH2:3][CH2:2]1.[CH:22]1([S:25](Cl)(=[O:27])=[O:26])[CH2:24][CH2:23]1, predict the reaction product. The product is: [C@H:1]1([NH:10][C:11]2[O:12][CH2:13][C:14]3[C:20]([NH:21][S:25]([CH:22]4[CH2:24][CH2:23]4)(=[O:27])=[O:26])=[CH:19][CH:18]=[CH:17][C:15]=3[N:16]=2)[C:9]2[C:4](=[CH:5][CH:6]=[CH:7][CH:8]=2)[CH2:3][CH2:2]1. (6) Given the reactants [F:1][C:2]([F:13])([F:12])[C:3]([N:5]1[CH2:10][CH2:9][C:8](=O)[CH2:7][CH2:6]1)=[O:4].[Cl:14][C:15]1[CH:22]=[CH:21][C:18]([CH2:19][NH2:20])=[CH:17][CH:16]=1, predict the reaction product. The product is: [Cl:14][C:15]1[CH:22]=[CH:21][C:18]([CH2:19][NH:20][CH:8]2[CH2:9][CH2:10][N:5]([C:3](=[O:4])[C:2]([F:13])([F:12])[F:1])[CH2:6][CH2:7]2)=[CH:17][CH:16]=1. (7) Given the reactants C(N(CC1C=NC=C(C2C=C3C(=CC=2)N(C2CCCCO2)N=C3C2NC(C(NCC3C=CC=CN=3)=O)=CN=2)C=1C)C(=O)OC(C)(C)C)C.[CH2:49]([N:51]([CH2:59][C:60]1[CH:61]=[N:62][CH:63]=[C:64]([C:67]2[CH:68]=[C:69]3[C:73](=[CH:74][CH:75]=2)[N:72](C2CCCCO2)[N:71]=[C:70]3[C:82]2[NH:83][C:84]([C:87]([N:89]3[CH2:94][CH2:93][O:92][CH2:91][CH2:90]3)=[O:88])=[CH:85][N:86]=2)[C:65]=1[CH3:66])C(=O)OC(C)(C)C)[CH3:50].C(NC(C1NC(C2C3C(=CC=C(C4C=NC=C(CNCC)C=4C)C=3)NN=2)=NC=1C1C=CC=CC=1)=O)C(C)C, predict the reaction product. The product is: [CH3:66][C:65]1[C:64]([C:67]2[CH:68]=[C:69]3[C:73](=[CH:74][CH:75]=2)[NH:72][N:71]=[C:70]3[C:82]2[NH:83][C:84]([C:87]([N:89]3[CH2:90][CH2:91][O:92][CH2:93][CH2:94]3)=[O:88])=[CH:85][N:86]=2)=[CH:63][N:62]=[CH:61][C:60]=1[CH2:59][NH:51][CH2:49][CH3:50].